From a dataset of Catalyst prediction with 721,799 reactions and 888 catalyst types from USPTO. Predict which catalyst facilitates the given reaction. (1) Reactant: [ClH:1].Cl.[CH3:3][C:4]1[CH:13]=[CH:12][C:11]2[C:6](=[CH:7][CH:8]=[CH:9][C:10]=2[N:14]2[CH2:19][CH2:18][N:17]([CH2:20][CH2:21][C:22]3[CH:23]=[C:24]([N:28]4[CH2:32][CH2:31][NH:30][C:29]4=[O:33])[CH:25]=[CH:26][CH:27]=3)[CH2:16][CH2:15]2)[N:5]=1.[H-].[Na+].I[CH:37]([CH3:39])[CH3:38]. Product: [ClH:1].[ClH:1].[CH3:38][CH:37]([N:30]1[CH2:31][CH2:32][N:28]([C:24]2[CH:25]=[CH:26][CH:27]=[C:22]([CH2:21][CH2:20][N:17]3[CH2:18][CH2:19][N:14]([C:10]4[CH:9]=[CH:8][CH:7]=[C:6]5[C:11]=4[CH:12]=[CH:13][C:4]([CH3:3])=[N:5]5)[CH2:15][CH2:16]3)[CH:23]=2)[C:29]1=[O:33])[CH3:39]. The catalyst class is: 3. (2) Reactant: Br[CH2:2][C:3]1[CH:8]=[CH:7][C:6]([C:9]2[CH:14]=[CH:13][CH:12]=[CH:11][CH:10]=2)=[CH:5][CH:4]=1.[S:15]([O-:18])([O-:17])=[O:16].[Na+:19].[Na+].O. Product: [Na+:19].[C:6]1([C:9]2[CH:14]=[CH:13][CH:12]=[CH:11][CH:10]=2)[CH:7]=[CH:8][C:3]([CH2:2][S:15]([O-:18])(=[O:17])=[O:16])=[CH:4][CH:5]=1. The catalyst class is: 5. (3) Reactant: [CH2:1]([O:8][C:9]([N:11]1[C@H:20]([C:21](O)=[O:22])[CH2:19][C:18]2[C:13](=[CH:14][CH:15]=[CH:16][CH:17]=2)[CH2:12]1)=[O:10])[C:2]1[CH:7]=[CH:6][CH:5]=[CH:4][CH:3]=1.ClC(N(C)C)=C(C)C.[Cl:32][C:33]1[CH:38]=[CH:37][CH:36]=[CH:35][C:34]=1[C@H:39]([NH:41][CH2:42][C:43]1[CH:52]=[CH:51][C:46]([C:47]([O:49][CH3:50])=[O:48])=[CH:45][CH:44]=1)[CH3:40].CCN(C(C)C)C(C)C. Product: [Cl:32][C:33]1[CH:38]=[CH:37][CH:36]=[CH:35][C:34]=1[C@H:39]([N:41]([CH2:42][C:43]1[CH:44]=[CH:45][C:46]([C:47]([O:49][CH3:50])=[O:48])=[CH:51][CH:52]=1)[C:21]([C@@H:20]1[CH2:19][C:18]2[C:13](=[CH:14][CH:15]=[CH:16][CH:17]=2)[CH2:12][N:11]1[C:9]([O:8][CH2:1][C:2]1[CH:7]=[CH:6][CH:5]=[CH:4][CH:3]=1)=[O:10])=[O:22])[CH3:40]. The catalyst class is: 2.